From a dataset of Forward reaction prediction with 1.9M reactions from USPTO patents (1976-2016). Predict the product of the given reaction. (1) Given the reactants [OH:1][C:2]1[CH:21]=[CH:20][C:5]([O:6][C:7]2[C:12]([I:13])=[CH:11][C:10]([CH2:14][C:15]([O:17][CH3:18])=[O:16])=[CH:9][C:8]=2I)=[CH:4][CH:3]=1.C(=O)([O-])[O-].[K+].[K+], predict the reaction product. The product is: [OH:1][C:2]1[CH:3]=[CH:4][C:5]([O:6][C:7]2[CH:8]=[CH:9][C:10]([CH2:14][C:15]([O:17][CH3:18])=[O:16])=[CH:11][C:12]=2[I:13])=[CH:20][CH:21]=1. (2) Given the reactants ClC1C=CC(C2C=CC=CC=2)=CC=1.C(=O)([O-])[O-:15].[Cs+].[Cs+].[CH:20]1([P:26]([CH:43]2[CH2:48][CH2:47][CH2:46][CH2:45][CH2:44]2)[C:27]2[CH:32]=[CH:31][CH:30]=[CH:29][C:28]=2[C:33]2[C:38]([O:39][CH3:40])=[CH:37][CH:36]=[CH:35][C:34]=2[O:41][CH3:42])[CH2:25][CH2:24][CH2:23][CH2:22][CH2:21]1.O.NN, predict the reaction product. The product is: [CH:43]1([P:26]([CH:20]2[CH2:25][CH2:24][CH2:23][CH2:22][CH2:21]2)([C:27]2[CH:32]=[CH:31][CH:30]=[CH:29][C:28]=2[C:33]2[C:38]([O:39][CH3:40])=[CH:37][CH:36]=[CH:35][C:34]=2[O:41][CH3:42])=[O:15])[CH2:44][CH2:45][CH2:46][CH2:47][CH2:48]1. (3) The product is: [NH2:9][C:8]1[C:3]([C:1]#[N:2])=[N:4][CH:5]=[C:6]([CH3:12])[CH:7]=1. Given the reactants [C:1]([C:3]1[C:8]([N+:9]([O-])=O)=[CH:7][C:6]([CH3:12])=[CH:5][N:4]=1)#[N:2].C([O-])(O)=O.[Na+].O, predict the reaction product. (4) Given the reactants [Si]([O:8][C@@H:9]1[C@@:26]2([CH3:27])[C:13](=[CH:14][CH:15]=[C:16]3[C@@H:25]2[CH2:24][CH2:23][C@@:21]2([CH3:22])[C@H:17]3[CH2:18][CH:19]=[C:20]2[CH2:28][S:29][CH2:30][CH2:31][C:32]([OH:35])([CH3:34])[CH3:33])[CH2:12][C@@H:11]([O:36][Si](C(C)(C)C)(C)C)[CH2:10]1)(C(C)(C)C)(C)C.O1CCCC1.[F-].C([N+](CCCC)(CCCC)CCCC)CCC, predict the reaction product. The product is: [OH:8][C@@H:9]1[C@@:26]2([CH3:27])[C:13](=[CH:14][CH:15]=[C:16]3[C@@H:25]2[CH2:24][CH2:23][C@@:21]2([CH3:22])[C@H:17]3[CH2:18][CH:19]=[C:20]2[CH2:28][S:29][CH2:30][CH2:31][C:32]([OH:35])([CH3:34])[CH3:33])[CH2:12][C@@H:11]([OH:36])[CH2:10]1. (5) Given the reactants [Br:1][C:2]1[N:7]=[C:6]([Cl:8])[C:5]([NH:9][CH3:10])=[C:4]([NH2:11])[CH:3]=1.[CH2:12](OC(OCC)OCC)C.C(OC(=O)C)(=O)C, predict the reaction product. The product is: [Br:1][C:2]1[N:7]=[C:6]([Cl:8])[C:5]2[N:9]([CH3:12])[CH:10]=[N:11][C:4]=2[CH:3]=1. (6) Given the reactants C([O-])(=O)C.[Na+].[OH:6][C:7]1[CH:12]=[C:11]([OH:13])[CH:10]=[CH:9][C:8]=1[C:14]([C:16]1[CH:21]=[CH:20][C:19]([OH:22])=[CH:18][CH:17]=1)=O.Cl.[NH2:24][OH:25].O.[Cl-].[Na+].O, predict the reaction product. The product is: [OH:6][C:7]1[CH:12]=[C:11]([OH:13])[CH:10]=[CH:9][C:8]=1[C:14]([C:16]1[CH:21]=[CH:20][C:19]([OH:22])=[CH:18][CH:17]=1)=[N:24][OH:25]. (7) Given the reactants C([BH3-])#N.[Na+].[CH:5](=O)[CH2:6][CH2:7][CH2:8][CH2:9][CH3:10].[NH2:12][C:13]1[CH:18]=[CH:17][C:16]([C:19]2[CH:24]=[CH:23][C:22]([NH:25][C:26]([C:28]3[CH:33]=[C:32]([N+:34]([O-:36])=[O:35])[CH:31]=[CH:30][C:29]=3[Cl:37])=[O:27])=[CH:21][CH:20]=2)=[CH:15][CH:14]=1.C(=O)(O)[O-].[Na+], predict the reaction product. The product is: [CH2:5]([NH:12][C:13]1[CH:14]=[CH:15][C:16]([C:19]2[CH:20]=[CH:21][C:22]([NH:25][C:26]([C:28]3[CH:33]=[C:32]([N+:34]([O-:36])=[O:35])[CH:31]=[CH:30][C:29]=3[Cl:37])=[O:27])=[CH:23][CH:24]=2)=[CH:17][CH:18]=1)[CH2:6][CH2:7][CH2:8][CH2:9][CH3:10]. (8) Given the reactants C([NH:8][CH:9]1[CH2:14][CH2:13][CH:12]([C:15]([O:17][CH3:18])=[O:16])[CH:11]([O:19][CH3:20])[CH2:10]1)C1C=CC=CC=1.[H][H], predict the reaction product. The product is: [NH2:8][CH:9]1[CH2:14][CH2:13][CH:12]([C:15]([O:17][CH3:18])=[O:16])[CH:11]([O:19][CH3:20])[CH2:10]1.